Dataset: Reaction yield outcomes from USPTO patents with 853,638 reactions. Task: Predict the reaction yield, written as a fraction of the theoretical maximum amount of product (1.0 means a 100% yield; for example, 0.34 means a 34% yield). (1) The reactants are [O:1]1[C:5]2([CH2:10][CH2:9][C:8]([CH2:11][C:12]([OH:14])=O)=[CH:7][CH2:6]2)[O:4][CH2:3][CH2:2]1.[I:15][C:16]1[CH:22]=[CH:21][CH:20]=[C:19]([O:23][CH3:24])[C:17]=1[NH2:18].[I-].ClC1C=CC=C[N+]=1C.C(N(CC)CC)C. The catalyst is ClCCl. The product is [O:4]1[C:5]2([CH2:10][CH2:9][C:8]([CH2:11][C:12]([NH:18][C:17]3[C:19]([O:23][CH3:24])=[CH:20][CH:21]=[CH:22][C:16]=3[I:15])=[O:14])=[CH:7][CH2:6]2)[O:1][CH2:2][CH2:3]1. The yield is 0.900. (2) The reactants are C1C=CC([I+][C:8]2[C:13]([C:14]([O-:16])=[O:15])=[CH:12][CH:11]=[CH:10][CH:9]=2)=CC=1.[I:17][C:18]1[CH:19]=[C:20]([NH2:28])[C:21](=[CH:26][CH:27]=1)[C:22]([O:24][CH3:25])=[O:23]. The catalyst is CN(C)C=O.O.C([O-])(=O)C.[Cu+2].C([O-])(=O)C. The product is [I:17][C:18]1[CH:27]=[CH:26][C:21]([C:22]([O:24][CH3:25])=[O:23])=[C:20]([NH:28][C:8]2[CH:9]=[CH:10][CH:11]=[CH:12][C:13]=2[C:14]([OH:16])=[O:15])[CH:19]=1. The yield is 0.800. (3) The reactants are [C:1]([C:3]1[CH:4]=[C:5]([CH2:9][C:10]([OH:12])=[O:11])[CH:6]=[CH:7][CH:8]=1)#[N:2].S(=O)(=O)(O)O.[CH3:18]O. No catalyst specified. The product is [C:1]([C:3]1[CH:4]=[C:5]([CH2:9][C:10]([O:12][CH3:18])=[O:11])[CH:6]=[CH:7][CH:8]=1)#[N:2]. The yield is 0.840. (4) The yield is 0.780. The product is [CH3:8][N:6]1[CH:7]=[C:2]([B:17]2[O:21][C:20]([CH3:23])([CH3:22])[C:19]([CH3:25])([CH3:24])[O:18]2)[CH:3]=[C:4]([NH:10][C:11]2[CH:15]=[C:14]([CH3:16])[O:13][N:12]=2)[C:5]1=[O:9]. The catalyst is C1C=CC(/C=C/C(/C=C/C2C=CC=CC=2)=O)=CC=1.C1C=CC(/C=C/C(/C=C/C2C=CC=CC=2)=O)=CC=1.C1C=CC(/C=C/C(/C=C/C2C=CC=CC=2)=O)=CC=1.[Pd].[Pd].O1CCOCC1. The reactants are Br[C:2]1[CH:3]=[C:4]([NH:10][C:11]2[CH:15]=[C:14]([CH3:16])[O:13][N:12]=2)[C:5](=[O:9])[N:6]([CH3:8])[CH:7]=1.[B:17]1([B:17]2[O:21][C:20]([CH3:23])([CH3:22])[C:19]([CH3:25])([CH3:24])[O:18]2)[O:21][C:20]([CH3:23])([CH3:22])[C:19]([CH3:25])([CH3:24])[O:18]1.CC(C1C=C(C(C)C)C(C2C=CC=CC=2P(C2CCCCC2)C2CCCCC2)=C(C(C)C)C=1)C.C([O-])(=O)C.[K+].